This data is from Forward reaction prediction with 1.9M reactions from USPTO patents (1976-2016). The task is: Predict the product of the given reaction. (1) The product is: [CH:1]1([N:4]([CH2:29][C:30]2[CH:35]=[C:34]([CH2:36][CH2:37][CH2:38][O:39][CH3:40])[CH:33]=[C:32]([O:41][CH2:42][CH2:43][O:44][CH3:45])[CH:31]=2)[C:5]([C@H:7]2[C@H:12]([C:13]3[CH:18]=[CH:17][N:16]([CH2:19][CH3:20])[C:15](=[O:21])[CH:14]=3)[CH2:11][CH2:10][NH:9][CH2:8]2)=[O:6])[CH2:3][CH2:2]1. Given the reactants [CH:1]1([N:4]([CH2:29][C:30]2[CH:35]=[C:34]([CH2:36][CH2:37][CH2:38][O:39][CH3:40])[CH:33]=[C:32]([O:41][CH2:42][CH2:43][O:44][CH3:45])[CH:31]=2)[C:5]([C@H:7]2[C@H:12]([C:13]3[CH:18]=[CH:17][N:16]([CH2:19][CH3:20])[C:15](=[O:21])[CH:14]=3)[CH2:11][CH2:10][N:9](C(OC(C)(C)C)=O)[CH2:8]2)=[O:6])[CH2:3][CH2:2]1.Cl, predict the reaction product. (2) Given the reactants [CH3:1][C@@:2]1([C:5](=[O:38])[C@@H:6]([NH:14][C:15](=[O:37])[C@@H:16]([NH:24][C:25](=[O:36])[C@@H:26]([NH:28]C(=O)OC(C)(C)C)[CH3:27])[CH2:17][C:18]2[CH:23]=[CH:22][CH:21]=[CH:20][N:19]=2)[CH2:7][C:8]2[CH:13]=[CH:12][CH:11]=[CH:10][CH:9]=2)[CH2:4][O:3]1.[C:39]([OH:45])([C:41]([F:44])([F:43])[F:42])=[O:40], predict the reaction product. The product is: [OH:45][C:39]([C:41]([F:44])([F:43])[F:42])=[O:40].[NH2:28][C@@H:26]([CH3:27])[C:25]([NH:24][C@@H:16]([CH2:17][C:18]1[CH:23]=[CH:22][CH:21]=[CH:20][N:19]=1)[C:15]([NH:14][C@@H:6]([CH2:7][C:8]1[CH:13]=[CH:12][CH:11]=[CH:10][CH:9]=1)[C:5]([C@:2]1([CH3:1])[CH2:4][O:3]1)=[O:38])=[O:37])=[O:36].